This data is from Reaction yield outcomes from USPTO patents with 853,638 reactions. The task is: Predict the reaction yield, written as a fraction of the theoretical maximum amount of product (1.0 means a 100% yield; for example, 0.34 means a 34% yield). (1) The reactants are [CH3:1][O:2][C:3]1[CH:8]=[CH:7][C:6]([S:9]([N:12]2[CH2:18][C:17]3[N:19]=[CH:20][C:21]([C:23]([O:25]C)=O)=[CH:22][C:16]=3[O:15][CH2:14][CH2:13]2)(=[O:11])=[O:10])=[CH:5][CH:4]=1.[OH-:27].[Na+].[NH2:29]O.Cl. The catalyst is C1COCC1.CO. The product is [OH:27][NH:29][C:23]([C:21]1[CH:20]=[N:19][C:17]2[CH2:18][N:12]([S:9]([C:6]3[CH:7]=[CH:8][C:3]([O:2][CH3:1])=[CH:4][CH:5]=3)(=[O:10])=[O:11])[CH2:13][CH2:14][O:15][C:16]=2[CH:22]=1)=[O:25]. The yield is 0.330. (2) The product is [N:26]1([CH2:25][CH2:24][CH2:23][CH2:22][N:9]2[CH:8]([C:3]3[C:2]([CH3:1])=[CH:7][CH:6]=[CH:5][N:4]=3)[CH2:13][CH2:12][CH2:11][CH:10]2[C:14]2[C:19]([CH3:20])=[CH:18][CH:17]=[CH:16][N:15]=2)[CH:30]=[CH:29][N:28]=[CH:27]1. The catalyst is CN(C=O)C. The yield is 0.340. The reactants are [CH3:1][C:2]1[C:3]([CH:8]2[CH2:13][CH2:12][CH2:11][CH:10]([C:14]3[C:19]([CH3:20])=[CH:18][CH:17]=[CH:16][N:15]=3)[NH:9]2)=[N:4][CH:5]=[CH:6][CH:7]=1.Br[CH2:22][CH2:23][CH2:24][CH2:25][N:26]1[CH:30]=[CH:29][N:28]=[CH:27]1.CCN(C(C)C)C(C)C. (3) The reactants are Br[C:2]1[CH:3]=[C:4]2[C:8](=[CH:9][CH:10]=1)[C:7](=[O:11])[CH2:6][CH2:5]2.[NH:12]1[CH:16]=[CH:15][N:14]=[N:13]1.C(=O)([O-])[O-].[K+].[K+]. The catalyst is CN(C=O)C.C(OCC)(=O)C.O.[Cu]=O. The product is [N:12]1[N:13]([C:2]2[CH:3]=[C:4]3[C:8](=[CH:9][CH:10]=2)[C:7](=[O:11])[CH2:6][CH2:5]3)[N:14]=[CH:15][CH:16]=1. The yield is 0.550. (4) The reactants are [AlH4-].[Li+].[N+:3]([C:6]1[C:7]([NH:15][C@H:16]2[CH2:20][CH2:19][C@@H:18]([C:21](OCC)=[O:22])[CH2:17]2)=[C:8]2[S:14][CH:13]=[CH:12][C:9]2=[N:10][CH:11]=1)([O-:5])=[O:4]. The catalyst is O1CCCC1. The product is [N+:3]([C:6]1[C:7]([NH:15][C@H:16]2[CH2:20][CH2:19][C@@H:18]([CH2:21][OH:22])[CH2:17]2)=[C:8]2[S:14][CH:13]=[CH:12][C:9]2=[N:10][CH:11]=1)([O-:5])=[O:4]. The yield is 0.500. (5) The reactants are [Cl:1][C:2]1[CH:3]=[C:4]2[CH:10]=[CH:9]NC2=NC=1.[CH2:11]1[N:16]2[CH2:17][N:16]3[CH2:11][N:12]([CH2:13]2)[CH2:13][N:12]1[CH2:17]3.[OH2:21]. The catalyst is C(O)(=O)C. The product is [Cl:1][C:2]1[CH:3]=[C:4]2[C:10]([CH:9]=[O:21])=[CH:17][NH:16][C:11]2=[N:12][CH:13]=1. The yield is 0.590. (6) The reactants are C([O:3][C:4]([C:6]1[N:7]=[CH:8][N:9]2[C:14]([C:15]([F:18])([F:17])[F:16])=[CH:13][C:12]([C:19]3[CH:24]=[CH:23][C:22]([C:25]([F:28])([F:27])[F:26])=[CH:21][CH:20]=3)=[N:11][C:10]=12)=[O:5])C.[OH-].[K+].O. The catalyst is C(O)(=O)C. The product is [F:17][C:15]([F:16])([F:18])[C:14]1[N:9]2[CH:8]=[N:7][C:6]([C:4]([OH:5])=[O:3])=[C:10]2[N:11]=[C:12]([C:19]2[CH:20]=[CH:21][C:22]([C:25]([F:28])([F:27])[F:26])=[CH:23][CH:24]=2)[CH:13]=1. The yield is 0.370. (7) The reactants are [I:1][C:2]1[CH:7]=[CH:6][N:5]=[C:4]2[N:8](C(=O)C)[CH:9]=[CH:10][C:3]=12.CO. The catalyst is C(O)C. The product is [I:1][C:2]1[CH:7]=[CH:6][N:5]=[C:4]2[NH:8][CH:9]=[CH:10][C:3]=12. The yield is 0.920. (8) The reactants are [CH2:1]([N:3]([CH2:6][CH3:7])[CH2:4][CH3:5])[CH3:2].CN([C:11]1[CH:16]=[CH:15][CH:14]=[CH:13]N=1)C.[CH3:17][S:18](Cl)(=[O:20])=[O:19]. The catalyst is ClCCl. The product is [CH2:1]([N:3]1[CH2:6][CH2:7][CH:5]([S:18]([CH3:17])(=[O:20])=[O:19])[CH2:4]1)[C:2]1[CH:11]=[CH:16][CH:15]=[CH:14][CH:13]=1. The yield is 0.905. (9) The reactants are [CH3:14][C:11]1([CH3:15])[CH2:12][O:13][B:8]([B:8]2[O:13][CH2:12][C:11]([CH3:15])([CH3:14])[CH2:10][O:9]2)[O:9][CH2:10]1.C([O-])(=O)C.[K+].Br[C:23]1[CH:28]=[CH:27][C:26]([C:29]2([OH:33])[CH2:32][CH2:31][CH2:30]2)=[CH:25][CH:24]=1. The catalyst is O1CCOCC1.C1C=CC(P(C2C=CC=CC=2)[C-]2C=CC=C2)=CC=1.C1C=CC(P(C2C=CC=CC=2)[C-]2C=CC=C2)=CC=1.Cl[Pd]Cl.[Fe+2]. The product is [CH3:15][C:11]1([CH3:14])[CH2:10][O:9][B:8]([C:23]2[CH:28]=[CH:27][C:26]([C:29]3([OH:33])[CH2:32][CH2:31][CH2:30]3)=[CH:25][CH:24]=2)[O:13][CH2:12]1. The yield is 0.760.